This data is from Forward reaction prediction with 1.9M reactions from USPTO patents (1976-2016). The task is: Predict the product of the given reaction. Given the reactants [C:1]([O:5][C:6](=[O:22])[NH:7][C:8]1[CH:13]=[C:12]([O:14][CH2:15][CH3:16])[C:11]([C:17]([F:20])([F:19])[F:18])=[CH:10][C:9]=1[NH2:21])([CH3:4])([CH3:3])[CH3:2].C([O:27][C:28](=O)[CH2:29][C:30]([C:32]1[CH:37]=[CH:36][CH:35]=[C:34]([C:38]2[CH:43]=[C:42]([CH2:44][O:45][CH:46]3[CH2:51][CH2:50][CH2:49][CH2:48][O:47]3)[N:41]=[C:40]([CH3:52])[CH:39]=2)[CH:33]=1)=[O:31])(C)(C)C, predict the reaction product. The product is: [C:1]([O:5][C:6](=[O:22])[NH:7][C:8]1[CH:13]=[C:12]([O:14][CH2:15][CH3:16])[C:11]([C:17]([F:20])([F:19])[F:18])=[CH:10][C:9]=1[NH:21][C:28](=[O:27])[CH2:29][C:30]([C:32]1[CH:37]=[CH:36][CH:35]=[C:34]([C:38]2[CH:43]=[C:42]([CH2:44][O:45][CH:46]3[CH2:51][CH2:50][CH2:49][CH2:48][O:47]3)[N:41]=[C:40]([CH3:52])[CH:39]=2)[CH:33]=1)=[O:31])([CH3:2])([CH3:3])[CH3:4].